This data is from Forward reaction prediction with 1.9M reactions from USPTO patents (1976-2016). The task is: Predict the product of the given reaction. (1) Given the reactants [Cl:1][CH:2]([Cl:21])[C:3]([NH:5][C@H:6]([CH2:19][F:20])[C@H:7]([OH:18])[C:8]1[CH:13]=[CH:12][C:11]([Sn](C)(C)C)=[CH:10][CH:9]=1)=[O:4].Br[C:23]1[CH:24]=[CH:25][C:26]([CH:29]([CH3:32])[C:30]#[N:31])=[N:27][CH:28]=1, predict the reaction product. The product is: [Cl:1][CH:2]([Cl:21])[C:3]([NH:5][C@H:6]([CH2:19][F:20])[C@@H:7]([C:8]1[CH:13]=[CH:12][C:11]([C:23]2[CH:28]=[N:27][C:26]([CH:29]([C:30]#[N:31])[CH3:32])=[CH:25][CH:24]=2)=[CH:10][CH:9]=1)[OH:18])=[O:4]. (2) The product is: [O:12]=[C:13]([N:29]1[CH2:30][CH2:31][CH:32]([S:35]([C:36]2[CH:41]=[CH:40][CH:39]=[CH:38][C:37]=2[C:42]([F:44])([F:43])[F:45])=[O:9])[CH2:33][CH2:34]1)[CH2:14][NH:15][C:16]([C:18]1[CH:22]=[C:21]([C:23]2[CH:24]=[CH:25][CH:26]=[CH:27][CH:28]=2)[NH:20][N:19]=1)=[O:17]. Given the reactants ClC1C=CC=C(C(OO)=[O:9])C=1.[O:12]=[C:13]([N:29]1[CH2:34][CH2:33][CH:32]([S:35][C:36]2[CH:41]=[CH:40][CH:39]=[CH:38][C:37]=2[C:42]([F:45])([F:44])[F:43])[CH2:31][CH2:30]1)[CH2:14][NH:15][C:16]([C:18]1[CH:22]=[C:21]([C:23]2[CH:28]=[CH:27][CH:26]=[CH:25][CH:24]=2)[NH:20][N:19]=1)=[O:17], predict the reaction product. (3) Given the reactants CS(Cl)(=O)=O.[CH3:6][C:7]1[CH:8]=[C:9]([NH:13][C:14]2[S:15][C:16]([CH2:25]O)=[C:17]([C:19]3[CH:24]=[CH:23][N:22]=[CH:21][CH:20]=3)[N:18]=2)[CH:10]=[CH:11][CH:12]=1.C[CH2:28][N:29](C(C)C)[CH:30](C)C, predict the reaction product. The product is: [CH3:28][N:29]([CH2:25][C:16]1[S:15][C:14]([NH:13][C:9]2[CH:10]=[CH:11][CH:12]=[C:7]([CH3:6])[CH:8]=2)=[N:18][C:17]=1[C:19]1[CH:24]=[CH:23][N:22]=[CH:21][CH:20]=1)[CH3:30]. (4) Given the reactants C(=O)(O)[O-:2].[Na+].Cl.NO.[CH3:9][C:10]1[N:15]=[C:14]([C:16]#[N:17])[CH:13]=[C:12]([O:18][CH2:19][C:20]([F:23])([F:22])[F:21])[CH:11]=1, predict the reaction product. The product is: [CH3:9][C:10]1[N:15]=[C:14]([C:16]([NH2:17])=[O:2])[CH:13]=[C:12]([O:18][CH2:19][C:20]([F:23])([F:21])[F:22])[CH:11]=1. (5) Given the reactants C(Cl)(=O)C(Cl)=O.[F:7][C:8]([C:18]1[CH:23]=[CH:22][C:21]([NH:24][C:25]([C:27]2[N:32]=[CH:31][C:30]([C:33](O)=[O:34])=[CH:29][CH:28]=2)=[O:26])=[CH:20][CH:19]=1)([CH3:17])[CH2:9][NH:10][S:11]([CH:14]([CH3:16])[CH3:15])(=[O:13])=[O:12].O1CCOCC1.[CH3:42][NH2:43], predict the reaction product. The product is: [F:7][C:8]([C:18]1[CH:19]=[CH:20][C:21]([NH:24][C:25]([C:27]2[CH:28]=[CH:29][C:30]([C:33](=[O:34])[NH:43][CH3:42])=[CH:31][N:32]=2)=[O:26])=[CH:22][CH:23]=1)([CH3:17])[CH2:9][NH:10][S:11]([CH:14]([CH3:16])[CH3:15])(=[O:12])=[O:13]. (6) Given the reactants Br[C:2]1[C:3]([F:17])=[C:4]2[O:8][C:7]([N:9]([CH3:11])[CH3:10])=[N:6][C:5]2=[C:12]([C:15]#[N:16])[C:13]=1[CH3:14].C([Sn](CCCC)(CCCC)[C:23]([O:25][CH2:26][CH3:27])=[CH2:24])CCC, predict the reaction product. The product is: [CH2:26]([O:25][C:23]([C:2]1[C:3]([F:17])=[C:4]2[O:8][C:7]([N:9]([CH3:11])[CH3:10])=[N:6][C:5]2=[C:12]([C:15]#[N:16])[C:13]=1[CH3:14])=[CH2:24])[CH3:27]. (7) Given the reactants C([O:3][C:4]([C:6]1([OH:26])[CH2:10][CH2:9][N:8]([CH2:11][C:12]2[CH:17]=[CH:16][CH:15]=[C:14]([O:18][C:19]3[CH:24]=[CH:23][CH:22]=[CH:21][CH:20]=3)[CH:13]=2)[C:7]1=[O:25])=[O:5])C.[OH-].[Na+], predict the reaction product. The product is: [OH:26][C:6]1([C:4]([OH:5])=[O:3])[CH2:10][CH2:9][N:8]([CH2:11][C:12]2[CH:17]=[CH:16][CH:15]=[C:14]([O:18][C:19]3[CH:24]=[CH:23][CH:22]=[CH:21][CH:20]=3)[CH:13]=2)[C:7]1=[O:25]. (8) Given the reactants [CH2:1]([NH2:4])[CH2:2][NH2:3].Cl.[C:6](O[C:6](=[O:10])[C:7]([CH3:9])=[CH2:8])(=[O:10])[C:7]([CH3:9])=[CH2:8].[OH-].[Na+], predict the reaction product. The product is: [NH2:3][CH2:2][CH2:1][NH:4][C:6](=[O:10])[C:7]([CH3:9])=[CH2:8]. (9) Given the reactants [CH2:1]([O:3][C:4](=[O:26])[C:5]1[CH:10]=[C:9]([N+:11]([O-])=O)[C:8]([NH:14][CH3:15])=[N:7][C:6]=1[N:16]1[CH2:21][CH2:20][CH:19]([C:22]([F:25])([F:24])[F:23])[CH2:18][CH2:17]1)[CH3:2], predict the reaction product. The product is: [CH2:1]([O:3][C:4](=[O:26])[C:5]1[CH:10]=[C:9]([NH2:11])[C:8]([NH:14][CH3:15])=[N:7][C:6]=1[N:16]1[CH2:21][CH2:20][CH:19]([C:22]([F:24])([F:25])[F:23])[CH2:18][CH2:17]1)[CH3:2]. (10) Given the reactants [F:1][C:2]1[CH:7]=[CH:6][CH:5]=[C:4]([F:8])[C:3]=1[N:9]1[C:14]2[N:15]=[C:16](S(C)(=O)=O)[N:17]=[C:18]([C:19]3[CH:24]=[CH:23][C:22]([F:25])=[CH:21][C:20]=3[CH3:26])[C:13]=2[CH:12]=[CH:11][C:10]1=[O:31].[NH2:32][CH:33]1[CH2:38][CH2:37][O:36][CH2:35][CH2:34]1, predict the reaction product. The product is: [O:36]1[CH2:37][CH2:38][CH:33]([NH:32][C:16]2[N:17]=[C:18]([C:19]3[CH:24]=[CH:23][C:22]([F:25])=[CH:21][C:20]=3[CH3:26])[C:13]3[CH:12]=[CH:11][C:10](=[O:31])[N:9]([C:3]4[C:2]([F:1])=[CH:7][CH:6]=[CH:5][C:4]=4[F:8])[C:14]=3[N:15]=2)[CH2:34][CH2:35]1.